This data is from Full USPTO retrosynthesis dataset with 1.9M reactions from patents (1976-2016). The task is: Predict the reactants needed to synthesize the given product. (1) Given the product [C:18]([O:17][C:15](=[O:16])[NH:12][C@@H:10]([C:7]1[CH:8]=[N:9][C:4]([C:3]([F:13])([F:2])[F:14])=[CH:5][CH:6]=1)[CH3:11])([CH3:21])([CH3:20])[CH3:19], predict the reactants needed to synthesize it. The reactants are: Cl.[F:2][C:3]([F:14])([F:13])[C:4]1[N:9]=[CH:8][C:7]([C@H:10]([NH2:12])[CH3:11])=[CH:6][CH:5]=1.[C:15](O[C:15]([O:17][C:18]([CH3:21])([CH3:20])[CH3:19])=[O:16])([O:17][C:18]([CH3:21])([CH3:20])[CH3:19])=[O:16].C(N(CC)CC)C.[Cl-].[NH4+]. (2) Given the product [Cl:1][C:2]1[CH:7]=[C:6]([Cl:8])[CH:5]=[CH:4][C:3]=1[O:9][C:13]1[N:22]=[C:21]([O:23][CH:24]([CH3:26])[CH3:25])[CH:20]=[CH:19][C:14]=1[C:15]([O:17][CH3:18])=[O:16], predict the reactants needed to synthesize it. The reactants are: [Cl:1][C:2]1[CH:7]=[C:6]([Cl:8])[CH:5]=[CH:4][C:3]=1[OH:9].[H-].[Na+].Cl[C:13]1[N:22]=[C:21]([O:23][CH:24]([CH3:26])[CH3:25])[CH:20]=[CH:19][C:14]=1[C:15]([O:17][CH3:18])=[O:16].O. (3) Given the product [CH3:20][C@H:21]1[CH2:25][CH2:24][CH2:23][N:22]1[CH2:2][CH2:3][CH2:4][O:5][C:6]1[CH:18]=[C:17]2[C:9]([N:10]3[C:15](=[CH:16]2)[C:14](=[O:19])[NH:13][CH2:12][CH2:11]3)=[N:8][CH:7]=1, predict the reactants needed to synthesize it. The reactants are: Cl[CH2:2][CH2:3][CH2:4][O:5][C:6]1[CH:18]=[C:17]2[C:9]([N:10]3[C:15](=[CH:16]2)[C:14](=[O:19])[NH:13][CH2:12][CH2:11]3)=[N:8][CH:7]=1.[CH3:20][C@H:21]1[CH2:25][CH2:24][CH2:23][NH:22]1. (4) Given the product [O:35]=[C:34]1[N:16]([C:17]2[CH:22]=[CH:21][C:20]([N:23]3[CH2:28][CH2:27][O:26][CH2:25][C:24]3=[O:29])=[CH:19][CH:18]=2)[CH2:15][C@H:2]([CH2:3][N:4]2[C:12](=[O:13])[C:11]3[C:6](=[CH:7][CH:8]=[CH:9][CH:10]=3)[C:5]2=[O:14])[O:1]1, predict the reactants needed to synthesize it. The reactants are: [OH:1][C@@H:2]([CH2:15][NH:16][C:17]1[CH:22]=[CH:21][C:20]([N:23]2[CH2:28][CH2:27][O:26][CH2:25][C:24]2=[O:29])=[CH:19][CH:18]=1)[CH2:3][N:4]1[C:12](=[O:13])[C:11]2[C:6](=[CH:7][CH:8]=[CH:9][CH:10]=2)[C:5]1=[O:14].C(#N)C.C[C:34](C)=[O:35]. (5) Given the product [C:47]([NH:50][C:21]([C:20]1[C:14]2[C:15](=[N:16][CH:17]=[C:12]([C:6]3[C:5]4[C:9](=[CH:10][C:2]([Cl:1])=[CH:3][CH:4]=4)[N:8]([CH3:11])[N:7]=3)[N:13]=2)[N:18]([CH2:24][O:25][CH2:26][CH2:27][Si:28]([CH3:31])([CH3:29])[CH3:30])[CH:19]=1)=[O:23])([CH3:49])([CH3:48])[CH3:46], predict the reactants needed to synthesize it. The reactants are: [Cl:1][C:2]1[CH:10]=[C:9]2[C:5]([C:6]([C:12]3[N:13]=[C:14]4[C:20]([C:21]([OH:23])=O)=[CH:19][N:18]([CH2:24][O:25][CH2:26][CH2:27][Si:28]([CH3:31])([CH3:30])[CH3:29])[C:15]4=[N:16][CH:17]=3)=[N:7][N:8]2[CH3:11])=[CH:4][CH:3]=1.C(Cl)CCl.C1C=CC2N(O)N=NC=2C=1.[CH3:46][C:47]([NH2:50])([CH3:49])[CH3:48]. (6) Given the product [CH3:5][N:6]([CH2:37][CH2:38][N:39]1[CH2:44][CH2:43][O:42][CH2:41][CH2:40]1)[C:7]1[S:8][CH:9]=[C:10]([C:12]2[CH:13]=[CH:14][C:15]([O:16][CH2:17][CH2:18][CH2:19][CH2:20][CH2:21][O:22][C:23]3[CH:24]=[CH:25][C:26]([C:27]#[N:28])=[CH:29][CH:30]=3)=[CH:31][CH:32]=2)[N:11]=1, predict the reactants needed to synthesize it. The reactants are: CS(C)=O.[CH3:5][NH:6][C:7]1[S:8][CH:9]=[C:10]([C:12]2[CH:32]=[CH:31][C:15]([O:16][CH2:17][CH2:18][CH2:19][CH2:20][CH2:21][O:22][C:23]3[CH:30]=[CH:29][C:26]([C:27]#[N:28])=[CH:25][CH:24]=3)=[CH:14][CH:13]=2)[N:11]=1.[H-].[Na+].Cl.Cl[CH2:37][CH2:38][N:39]1[CH2:44][CH2:43][O:42][CH2:41][CH2:40]1.